This data is from Forward reaction prediction with 1.9M reactions from USPTO patents (1976-2016). The task is: Predict the product of the given reaction. Given the reactants [NH2:1][C:2]1[CH:7]=[C:6]([C:8]([CH3:11])([CH3:10])[CH3:9])[CH:5]=[C:4]([N+:12]([O-:14])=[O:13])[C:3]=1[OH:15].N1C=CC=CC=1.C1C([N+]([O-])=O)=CC=C([Cl-][C:32]([O-])=[O:33])C=1, predict the reaction product. The product is: [C:8]([C:6]1[CH:5]=[C:4]([N+:12]([O-:14])=[O:13])[C:3]2[O:15][C:32](=[O:33])[NH:1][C:2]=2[CH:7]=1)([CH3:9])([CH3:10])[CH3:11].